Dataset: Forward reaction prediction with 1.9M reactions from USPTO patents (1976-2016). Task: Predict the product of the given reaction. (1) The product is: [C:1]([O:5][C:6]([N:8]1[CH2:9][CH2:10][CH:11]([CH2:14][N:15]([C:16]2[CH:21]=[CH:20][C:19]([Cl:22])=[CH:18][CH:17]=2)[C:30](=[O:33])[CH2:31][CH3:32])[CH2:12][CH2:13]1)=[O:7])([CH3:4])([CH3:2])[CH3:3]. Given the reactants [C:1]([O:5][C:6]([N:8]1[CH2:13][CH2:12][CH:11]([CH2:14][NH:15][C:16]2[CH:21]=[CH:20][C:19]([Cl:22])=[CH:18][CH:17]=2)[CH2:10][CH2:9]1)=[O:7])([CH3:4])([CH3:3])[CH3:2].C(N(CC)CC)C.[C:30](Cl)(=[O:33])[CH2:31][CH3:32].O, predict the reaction product. (2) Given the reactants [C:1]([O:5][C:6]([N:8]1[CH2:11][CH:10]([N:12]2[C:20]3[C:15](=[C:16]([Cl:21])[CH:17]=[CH:18][CH:19]=3)[C:14]([C:22]([OH:24])=O)=[CH:13]2)[CH2:9]1)=[O:7])([CH3:4])([CH3:3])[CH3:2].CN(C(ON1N=NC2C=CC=NC1=2)=[N+](C)C)C.F[P-](F)(F)(F)(F)F.CCN(C(C)C)C(C)C.[NH2:58][CH2:59][C:60]1([OH:68])[CH2:65][CH2:64][C:63]([F:67])([F:66])[CH2:62][CH2:61]1, predict the reaction product. The product is: [Cl:21][C:16]1[CH:17]=[CH:18][CH:19]=[C:20]2[C:15]=1[C:14]([C:22](=[O:24])[NH:58][CH2:59][C:60]1([OH:68])[CH2:61][CH2:62][C:63]([F:67])([F:66])[CH2:64][CH2:65]1)=[CH:13][N:12]2[CH:10]1[CH2:9][N:8]([C:6]([O:5][C:1]([CH3:2])([CH3:4])[CH3:3])=[O:7])[CH2:11]1. (3) Given the reactants [Br:1][C:2]1[C:7](=[O:8])[N:6]([CH2:9][C:10]([NH:12][CH2:13][C:14]2[CH:19]=[CH:18][N:17]=[CH:16][CH:15]=2)=[O:11])[N:5]=[CH:4][C:3]=1[NH:20][CH:21]1[CH2:26][CH:25]2[CH2:27][CH:23]([C:24]2([CH3:29])[CH3:28])[CH:22]1[CH2:30][O:31]COC.Cl.CO, predict the reaction product. The product is: [Br:1][C:2]1[C:7](=[O:8])[N:6]([CH2:9][C:10]([NH:12][CH2:13][C:14]2[CH:19]=[CH:18][N:17]=[CH:16][CH:15]=2)=[O:11])[N:5]=[CH:4][C:3]=1[NH:20][CH:21]1[CH2:26][CH:25]2[CH2:27][CH:23]([C:24]2([CH3:28])[CH3:29])[CH:22]1[CH2:30][OH:31]. (4) Given the reactants [C:1]([O:5][C:6](=[O:20])[NH:7][C:8]1[CH:13]=[CH:12][C:11]([CH:14]2[CH2:16][CH2:15]2)=[CH:10][C:9]=1[N+:17]([O-])=O)([CH3:4])([CH3:3])[CH3:2].O.O.Cl[Sn]Cl, predict the reaction product. The product is: [C:1]([O:5][C:6](=[O:20])[NH:7][C:8]1[CH:13]=[CH:12][C:11]([CH:14]2[CH2:16][CH2:15]2)=[CH:10][C:9]=1[NH2:17])([CH3:4])([CH3:2])[CH3:3]. (5) The product is: [CH2:33]([C:25]1[C:24]([O:23][C:21]2[CH:22]=[CH:17][N:18]=[C:19]([C:5]3[CH:4]=[N:3][N:2]([CH3:1])[CH:6]=3)[CH:20]=2)=[CH:29][CH:28]=[C:27]([N+:30]([O-:32])=[O:31])[N:26]=1)[CH3:34]. Given the reactants [CH3:1][N:2]1[CH:6]=[C:5](B2OC(C)(C)C(C)(C)O2)[CH:4]=[N:3]1.Cl[C:17]1[CH:22]=[C:21]([O:23][C:24]2[C:25]([CH2:33][CH3:34])=[N:26][C:27]([N+:30]([O-:32])=[O:31])=[CH:28][CH:29]=2)[CH:20]=[CH:19][N:18]=1.C([O-])([O-])=O.[K+].[K+], predict the reaction product.